Dataset: Forward reaction prediction with 1.9M reactions from USPTO patents (1976-2016). Task: Predict the product of the given reaction. (1) Given the reactants C([O-])(=O)C.[NH4+:5].[CH3:6][CH:7]1[CH2:11][CH2:10][C:9](=O)[C@@H:8]1[C:13]([O:15][CH2:16][CH3:17])=[O:14], predict the reaction product. The product is: [NH2:5][C:9]1[CH2:10][CH2:11][C@@H:7]([CH3:6])[C:8]=1[C:13]([O:15][CH2:16][CH3:17])=[O:14]. (2) Given the reactants [NH2:1][C:2]1[CH:3]=[C:4]([CH:21]=[CH:22][CH:23]=1)[CH2:5][NH:6][C:7]([C:9]1[CH:14]=[CH:13][C:12]([C:15]2[CH:20]=[CH:19][CH:18]=[CH:17][CH:16]=2)=[CH:11][CH:10]=1)=[O:8].[C:24]([C:27]1[CH:28]=[C:29]([CH:32]=[CH:33][CH:34]=1)[CH:30]=O)([OH:26])=[O:25].[BH4-].[Na+], predict the reaction product. The product is: [C:12]1([C:15]2[CH:20]=[CH:19][CH:18]=[CH:17][CH:16]=2)[CH:13]=[CH:14][C:9]([C:7]([NH:6][CH2:5][C:4]2[CH:3]=[C:2]([NH:1][CH2:30][C:29]3[CH:28]=[C:27]([CH:34]=[CH:33][CH:32]=3)[C:24]([OH:26])=[O:25])[CH:23]=[CH:22][CH:21]=2)=[O:8])=[CH:10][CH:11]=1.